Predict the product of the given reaction. From a dataset of Forward reaction prediction with 1.9M reactions from USPTO patents (1976-2016). (1) The product is: [C:1]([O:5][C:6]([N:8]1[CH2:13][CH2:12][CH:11]([CH2:14][N:16]2[CH:20]=[CH:19][N:18]=[CH:17]2)[CH2:10][CH2:9]1)=[O:7])([CH3:4])([CH3:3])[CH3:2]. Given the reactants [C:1]([O:5][C:6]([N:8]1[CH2:13][CH2:12][CH:11]([CH2:14]O)[CH2:10][CH2:9]1)=[O:7])([CH3:4])([CH3:3])[CH3:2].[NH:16]1[CH:20]=[CH:19][N:18]=[CH:17]1, predict the reaction product. (2) Given the reactants [CH3:1][N:2]1[C@@H:19]2[CH2:20][C:7]3[CH:8]=[CH:9][C:10]([O:22][CH3:23])=[C:11]4[O:12][C@H:13]5[C:14]([CH2:16][CH2:17][C@:18]2([OH:21])[C@:5]5([C:6]=34)[CH2:4][CH2:3]1)=[O:15].CN1[C@@H]2CC3C=CC(OC)=C4OC5C(C=C[C@]2(O)[C@]5(C=34)CC1)=O.O.[ClH:48], predict the reaction product. The product is: [CH3:1][N:2]1[C@@H:19]2[CH2:20][C:7]3[CH:8]=[CH:9][C:10]([O:22][CH3:23])=[C:11]4[O:12][C@H:13]5[C:14]([CH2:16][CH2:17][C@:18]2([OH:21])[C@:5]5([C:6]=34)[CH2:4][CH2:3]1)=[O:15].[ClH:48].